Dataset: Reaction yield outcomes from USPTO patents with 853,638 reactions. Task: Predict the reaction yield, written as a fraction of the theoretical maximum amount of product (1.0 means a 100% yield; for example, 0.34 means a 34% yield). (1) The reactants are [Cl:1][C:2]1[C:7]([CH:8]([C:10]2[CH:15]=[C:14]([O:16][CH3:17])[C:13]([O:18][CH3:19])=[CH:12][C:11]=2[CH:20]([CH3:22])[CH3:21])O)=[CH:6][N:5]=[C:4]([S:23][CH3:24])[N:3]=1.C([SiH](CC)CC)C.FC(F)(F)C(O)=O. The catalyst is C(Cl)Cl. The product is [Cl:1][C:2]1[C:7]([CH2:8][C:10]2[CH:15]=[C:14]([O:16][CH3:17])[C:13]([O:18][CH3:19])=[CH:12][C:11]=2[CH:20]([CH3:21])[CH3:22])=[CH:6][N:5]=[C:4]([S:23][CH3:24])[N:3]=1. The yield is 0.910. (2) The reactants are [CH2:1]([C:11]1[CH:20]=[CH:19][C:18]2[C:13](=[CH:14][CH:15]=[C:16]([O:21][CH3:22])[CH:17]=2)[CH:12]=1)[CH2:2][CH2:3][CH2:4][CH2:5][CH2:6][CH2:7][CH2:8][CH2:9][CH3:10].[CH2:23]([Li])[CH2:24][CH2:25][CH3:26].[Cu](C#N)C#N.C[C:34]1[C:39](=O)[C:38]([CH3:41])=[C:37]([CH3:42])[C:36](=O)[C:35]=1[CH3:44].Cl. The catalyst is O1CCCC1. The product is [CH2:44]([C:35]1[CH:36]=[C:37]2[C:38]([CH:41]=[C:16]([O:21][CH3:22])[C:15]([C:15]3[C:16]([O:21][CH3:22])=[CH:17][C:18]4[C:13](=[CH:12][C:11]([CH2:1][CH2:2][CH2:3][CH2:4][CH2:5][CH2:6][CH2:7][CH2:8][CH2:9][CH3:10])=[CH:20][CH:19]=4)[CH:14]=3)=[CH:42]2)=[CH:39][CH:34]=1)[CH2:26][CH2:25][CH2:24][CH2:23][CH2:3][CH2:2][CH2:1][CH2:11][CH3:12]. The yield is 0.660. (3) The reactants are [Cl:1][C:2]1[CH:7]=[CH:6][C:5]([CH:8]([NH:14]C(=O)OC(C)(C)C)[C:9]([NH:11][CH2:12][CH3:13])=[O:10])=[CH:4][CH:3]=1.[Na]. The catalyst is Cl.O1CCOCC1. The product is [NH2:14][CH:8]([C:5]1[CH:4]=[CH:3][C:2]([Cl:1])=[CH:7][CH:6]=1)[C:9]([NH:11][CH2:12][CH3:13])=[O:10]. The yield is 0.998. (4) The reactants are [OH:1][CH:2]=[C:3]1[CH2:8][CH2:7][CH2:6][CH:5]([CH3:9])[C:4]1=[O:10].C(=O)([O-])[O-].[K+].[K+].I[CH:18]([CH3:20])[CH3:19]. The catalyst is CC(C)=O. The product is [CH:18]([O:1][CH:2]=[C:3]1[CH2:8][CH2:7][CH2:6][CH:5]([CH3:9])[C:4]1=[O:10])([CH3:20])[CH3:19]. The yield is 0.840. (5) The reactants are [C:1]([CH2:3][C:4]1[CH:12]=[C:11]2[C:7]([C:8]3[C:16]([C:17]4[CH:22]=[CH:21][CH:20]=[C:19]([N:23]5[CH2:31][C:30]6[C:25](=[CH:26][C:27](OC)=[CH:28][CH:29]=6)[C:24]5=[O:34])[C:18]=4[CH3:35])=[CH:15][N:14]=[C:13]([C:36]([NH2:38])=[O:37])[C:9]=3[NH:10]2)=[CH:6][CH:5]=1)#[N:2].[Cl:39]C1C=CC(C=O)=C(C=1)C(O)=O.[BH4-].[Na+]. The catalyst is CO. The product is [Cl:39][C:27]1[CH:26]=[C:25]2[C:30]([CH2:31][N:23]([C:19]3[C:18]([CH3:35])=[C:17]([C:16]4[C:8]5[C:7]6[C:11](=[CH:12][C:4]([CH2:3][C:1]#[N:2])=[CH:5][CH:6]=6)[NH:10][C:9]=5[C:13]([C:36]([NH2:38])=[O:37])=[N:14][CH:15]=4)[CH:22]=[CH:21][CH:20]=3)[C:24]2=[O:34])=[CH:29][CH:28]=1. The yield is 0.170.